The task is: Binary Classification. Given a drug SMILES string, predict its activity (active/inactive) in a high-throughput screening assay against a specified biological target.. This data is from Orexin1 receptor HTS with 218,158 compounds and 233 confirmed actives. (1) The compound is S(c1n(c2ncccc2n1)C)CC(=O)Nc1sc2c(n1)ccc(OC)c2. The result is 0 (inactive). (2) The molecule is Brc1ccc(C(=O)NNC(=O)c2cc3c(oc2=O)c(OC)ccc3)cc1. The result is 0 (inactive). (3) The compound is Fc1c(Cc2oc3c(n2)ccc(C(=O)N(C(c2ncccc2)C)C)c3)cccc1. The result is 0 (inactive). (4) The compound is O=C1N(C(C(c2c1cccc2)C(=O)NCC(OCC)=O)c1ccc(OC)cc1)c1ccc(OC)cc1. The result is 0 (inactive).